The task is: Predict which catalyst facilitates the given reaction.. This data is from Catalyst prediction with 721,799 reactions and 888 catalyst types from USPTO. (1) Reactant: Cl[C:2]1[C:11]2[C:6](=[CH:7][CH:8]=[CH:9][C:10]=2[Cl:12])[CH:5]=[CH:4][N:3]=1.Cl.[C:14]([C:18]1[CH:23]=[CH:22][C:21]([NH2:24])=[CH:20][CH:19]=1)([CH3:17])([CH3:16])[CH3:15].C([O-])(O)=O.[Na+]. Product: [C:14]([C:18]1[CH:19]=[CH:20][C:21]([NH:24][C:2]2[C:11]3[C:6](=[CH:7][CH:8]=[CH:9][C:10]=3[Cl:12])[CH:5]=[CH:4][N:3]=2)=[CH:22][CH:23]=1)([CH3:17])([CH3:15])[CH3:16]. The catalyst class is: 51. (2) Reactant: [Cl:1][C:2]1[CH:7]=[CH:6][C:5]([N:8]([C@H:12]2[C:21]3[C:16](=[CH:17][CH:18]=[CH:19][CH:20]=3)[N:15]([C:22](=[O:30])[C:23]3[CH:28]=[CH:27][C:26]([OH:29])=[CH:25][CH:24]=3)[C@@H:14]([CH3:31])[CH2:13]2)[C:9](=[O:11])[CH3:10])=[CH:4][CH:3]=1.C([O-])([O-])=O.[K+].[K+].[CH2:38]([O:40][C:41](=[O:47])[C:42]([CH3:46])([CH3:45])[CH2:43]Cl)[CH3:39]. Product: [CH2:38]([O:40][C:41](=[O:47])[C:42]([CH3:46])([CH3:45])[CH2:43][O:29][C:26]1[CH:25]=[CH:24][C:23]([C:22]([N:15]2[C:16]3[C:21](=[CH:20][CH:19]=[CH:18][CH:17]=3)[C@H:12]([N:8]([C:9](=[O:11])[CH3:10])[C:5]3[CH:4]=[CH:3][C:2]([Cl:1])=[CH:7][CH:6]=3)[CH2:13][C@@H:14]2[CH3:31])=[O:30])=[CH:28][CH:27]=1)[CH3:39]. The catalyst class is: 3.